Dataset: Reaction yield outcomes from USPTO patents with 853,638 reactions. Task: Predict the reaction yield, written as a fraction of the theoretical maximum amount of product (1.0 means a 100% yield; for example, 0.34 means a 34% yield). The reactants are [CH3:1][C:2](=[CH:4][CH2:5][CH2:6]/[C:7](=[CH:9]/[CH2:10]O)/[CH3:8])[CH3:3].P(Br)(Br)[Br:13]. The catalyst is C1COCC1.CCOCC. The product is [CH2:10]([Br:13])/[CH:9]=[C:7](/[CH2:6][CH2:5][CH:4]=[C:2]([CH3:3])[CH3:1])\[CH3:8]. The yield is 0.900.